Dataset: Experimentally validated miRNA-target interactions with 360,000+ pairs, plus equal number of negative samples. Task: Binary Classification. Given a miRNA mature sequence and a target amino acid sequence, predict their likelihood of interaction. The miRNA is rno-miR-101a-3p with sequence UACAGUACUGUGAUAACUGAA. Result: 0 (no interaction). The protein sequence of the target gene is MDSRYNSTAGIGDLNQLSAAIPATRVEVSVSCRNLLDRDTFSKSDPICVLYVQGVGNKEWREFGRTEVIDNTLNPDFVRKFILDYFFEERENLRFDLYDVDSKSPNLSKHDFLGQVFCTLGEIVGSQGSRLEKPIVGIPGKKCGTIILTAEELNCCRDAVLMQFCANKLDKKDFFGKSDPFLVFYRSNEDGSFTICHKTEVVKNTLNPVWQAFKISVRALCNGDYDRTIKVEVYDWDRDGSHDFIGEFTTSYRELSRGQSQFNVYEVVNPKKKGKKKKYTNSGTVTLLSFLVETEVSFLD....